From a dataset of Forward reaction prediction with 1.9M reactions from USPTO patents (1976-2016). Predict the product of the given reaction. (1) Given the reactants [F:1][C:2]1[CH:3]=[C:4]([N:39]2[C:44](=[O:45])[C:43]3[S:46][C:47]4[CH2:52][CH2:51][CH2:50][CH2:49][C:48]=4[C:42]=3[CH:41]=[N:40]2)[C:5]([CH2:34][O:35]C(=O)C)=[C:6]([C:8]2[CH:9]=[C:10]([NH:16][C:17]3[N:22]=[C:21]([N:23]4[CH2:28][CH2:27][CH2:26][C@H:25]([NH:29][C:30](=[O:33])[CH:31]=[CH2:32])[CH2:24]4)[CH:20]=[CH:19][CH:18]=3)[C:11](=[O:15])[N:12]([CH3:14])[CH:13]=2)[CH:7]=1.O[Li].O, predict the reaction product. The product is: [F:1][C:2]1[CH:3]=[C:4]([N:39]2[C:44](=[O:45])[C:43]3[S:46][C:47]4[CH2:52][CH2:51][CH2:50][CH2:49][C:48]=4[C:42]=3[CH:41]=[N:40]2)[C:5]([CH2:34][OH:35])=[C:6]([C:8]2[CH:9]=[C:10]([NH:16][C:17]3[N:22]=[C:21]([N:23]4[CH2:28][CH2:27][CH2:26][C@H:25]([NH:29][C:30](=[O:33])[CH:31]=[CH2:32])[CH2:24]4)[CH:20]=[CH:19][CH:18]=3)[C:11](=[O:15])[N:12]([CH3:14])[CH:13]=2)[CH:7]=1. (2) Given the reactants [CH2:1]([C:4]1([CH3:40])[S:9](=[O:11])(=[O:10])[C:8]([CH3:13])([CH3:12])[C:7]([N:14]([C:22]([O:24][C:25]([CH3:28])([CH3:27])[CH3:26])=[O:23])[C:15](=[O:21])[O:16][C:17]([CH3:20])([CH3:19])[CH3:18])=[N:6][C@@:5]1([C:30]1[CH:35]=[C:34]([N+:36]([O-:38])=[O:37])[CH:33]=[CH:32][C:31]=1[F:39])[CH3:29])[CH:2]=C.C(=O)(O)[O-:42].[Na+].O=[O+][O-].[BH4-].[Na+], predict the reaction product. The product is: [C:17]([O:16][C:15]([N:14]([C:7]1[C:8]([CH3:13])([CH3:12])[S:9](=[O:11])(=[O:10])[C:4]([CH2:1][CH2:2][OH:42])([CH3:40])[C@:5]([C:30]2[CH:35]=[C:34]([N+:36]([O-:38])=[O:37])[CH:33]=[CH:32][C:31]=2[F:39])([CH3:29])[N:6]=1)[C:22](=[O:23])[O:24][C:25]([CH3:28])([CH3:27])[CH3:26])=[O:21])([CH3:19])([CH3:18])[CH3:20]. (3) Given the reactants [CH2:1]([O:3][C:4](=[O:28])[CH2:5][C:6]1[CH:11]=[CH:10][C:9]([O:12][CH3:13])=[C:8]([O:14][C:15]2[CH:20]=[CH:19][C:18]([NH2:21])=[CH:17][C:16]=2[CH2:22][S:23][C:24]([CH3:27])([CH3:26])[CH3:25])[CH:7]=1)[CH3:2].[F:29][C:30]1[CH:38]=[CH:37][C:33]([C:34](Cl)=[O:35])=[CH:32][CH:31]=1, predict the reaction product. The product is: [CH2:1]([O:3][C:4](=[O:28])[CH2:5][C:6]1[CH:11]=[CH:10][C:9]([O:12][CH3:13])=[C:8]([O:14][C:15]2[CH:20]=[CH:19][C:18]([NH:21][C:34](=[O:35])[C:33]3[CH:37]=[CH:38][C:30]([F:29])=[CH:31][CH:32]=3)=[CH:17][C:16]=2[CH2:22][S:23][C:24]([CH3:27])([CH3:26])[CH3:25])[CH:7]=1)[CH3:2].